Dataset: Experimentally validated miRNA-target interactions with 360,000+ pairs, plus equal number of negative samples. Task: Binary Classification. Given a miRNA mature sequence and a target amino acid sequence, predict their likelihood of interaction. The miRNA is hsa-miR-6821-3p with sequence UGACCUCUCCGCUCCGCACAG. The protein sequence of the target gene is MFLVNSFLKGGGGGGGGGGLGGGLGNVLGGLISGAAGGGGGGGGGGMGLGGGGGGGGTAMRILGGVISAISEAAAQYNPEPPPPRSHYSNIEANESEEVRQFRKLFVQLAGDDMEVSATELMNILNKVVTRHPDLKTDGFGIDTCRSMVAVMDSDTTGKLGFEEFKYLWNNIKKWQAIYKRFDTDRSGTIGSHELPGAFEAAGFHLNEHLYSMIIRRYADESGNMDFDNFISCLVRLDAMFRAFKSLDKNGTGQIQVNIQEWLQLTMYS. Result: 0 (no interaction).